From a dataset of Forward reaction prediction with 1.9M reactions from USPTO patents (1976-2016). Predict the product of the given reaction. (1) Given the reactants [NH:1]1[CH2:5][CH:4]=[CH:3][CH2:2]1.[OH-].[Na+].[C:8](O[C:8]([O:10][C:11]([CH3:14])([CH3:13])[CH3:12])=[O:9])([O:10][C:11]([CH3:14])([CH3:13])[CH3:12])=[O:9], predict the reaction product. The product is: [C:11]([O:10][C:8]([N:1]1[CH2:5][CH:4]=[CH:3][CH2:2]1)=[O:9])([CH3:14])([CH3:13])[CH3:12]. (2) The product is: [CH2:1]([O:5][C:6]1[CH:7]=[CH:8][C:9]([S:12]([N:15]([CH:16]([CH3:19])[CH2:17][OH:18])[CH2:22][CH2:23][N:24]2[CH2:29][CH2:28][O:27][CH2:26][CH2:25]2)(=[O:13])=[O:14])=[CH:10][CH:11]=1)[C:2]#[C:3][CH3:4]. Given the reactants [CH2:1]([O:5][C:6]1[CH:11]=[CH:10][C:9]([S:12]([NH:15][CH:16]([CH3:19])[CH2:17][OH:18])(=[O:14])=[O:13])=[CH:8][CH:7]=1)[C:2]#[C:3][CH3:4].Cl.Cl[CH2:22][CH2:23][N:24]1[CH2:29][CH2:28][O:27][CH2:26][CH2:25]1, predict the reaction product.